The task is: Predict the reactants needed to synthesize the given product.. This data is from Full USPTO retrosynthesis dataset with 1.9M reactions from patents (1976-2016). (1) Given the product [CH2:13]([N:20]1[CH2:21][CH2:3][CH:2]2[CH:11]1[CH2:10][N:4]([C:5]([O:6][CH2:7][CH3:8])=[O:9])[CH2:1]2)[C:14]1[CH:19]=[CH:18][CH:17]=[CH:16][CH:15]=1, predict the reactants needed to synthesize it. The reactants are: [CH2:1]([N:4]([CH2:10][CH:11]=O)[C:5](=[O:9])[O:6][CH2:7][CH3:8])[CH:2]=[CH2:3].[CH2:13]([NH:20][CH2:21]C(O)=O)[C:14]1[CH:19]=[CH:18][CH:17]=[CH:16][CH:15]=1. (2) The reactants are: [C:1]1([P:7]([C:14]2[CH:19]=[CH:18][CH:17]=[CH:16][CH:15]=2)[C:8]2[CH:13]=[CH:12][CH:11]=[CH:10][CH:9]=2)[CH:6]=[CH:5][CH:4]=[CH:3][CH:2]=1.[Br:20][CH2:21][C:22]([C:24]1[CH:29]=[CH:28][C:27]([O:30][C:31]([F:34])([F:33])[F:32])=[CH:26][CH:25]=1)=[O:23]. Given the product [Br-:20].[O:23]=[C:22]([C:24]1[CH:25]=[CH:26][C:27]([O:30][C:31]([F:32])([F:33])[F:34])=[CH:28][CH:29]=1)[CH2:21][P+:7]([C:1]1[CH:2]=[CH:3][CH:4]=[CH:5][CH:6]=1)([C:8]1[CH:13]=[CH:12][CH:11]=[CH:10][CH:9]=1)[C:14]1[CH:15]=[CH:16][CH:17]=[CH:18][CH:19]=1, predict the reactants needed to synthesize it. (3) Given the product [CH3:31][C:23]([N:19]1[CH2:20][CH2:21][CH:16]([C:14]2[S:15][C:11]([C:8]3[CH:7]=[CH:6][C:5]([N+:2]([O-:4])=[O:3])=[CH:10][CH:9]=3)=[CH:12][N:13]=2)[CH2:17][CH2:18]1)([CH3:32])[C:24]([O:26][C:27]([CH3:30])([CH3:29])[CH3:28])=[O:25], predict the reactants needed to synthesize it. The reactants are: Cl.[N+:2]([C:5]1[CH:10]=[CH:9][C:8]([C:11]2[S:15][C:14]([CH:16]3[CH2:21][CH2:20][NH:19][CH2:18][CH2:17]3)=[N:13][CH:12]=2)=[CH:7][CH:6]=1)([O-:4])=[O:3].Br[C:23]([CH3:32])([CH3:31])[C:24]([O:26][C:27]([CH3:30])([CH3:29])[CH3:28])=[O:25].C(=O)([O-])[O-].[K+].[K+].O. (4) Given the product [Br:23][C:11]1[CH:12]=[N:13][N:14]([CH3:15])[C:10]=1[C:3]1[CH:4]=[C:5]([C:7]([OH:9])=[O:8])[S:6][C:2]=1[Cl:1], predict the reactants needed to synthesize it. The reactants are: [Cl:1][C:2]1[S:6][C:5]([C:7]([OH:9])=[O:8])=[CH:4][C:3]=1[C:10]1[N:14]([CH3:15])[N:13]=[CH:12][CH:11]=1.C1C(=O)N([Br:23])C(=O)C1. (5) Given the product [Cl:1][C:2]1[CH:3]=[C:4]([CH2:19][OH:20])[CH:5]=[C:6]([Cl:18])[C:7]=1[C:8]1[S:9][C:10]2[C:11]([NH:21][C:22]3[CH:27]=[C:26]([CH3:28])[N:25]=[CH:24][N:23]=3)=[N:12][CH:13]=[CH:14][C:15]=2[N:16]=1, predict the reactants needed to synthesize it. The reactants are: [Cl:1][C:2]1[CH:3]=[C:4]([CH2:19][OH:20])[CH:5]=[C:6]([Cl:18])[C:7]=1[C:8]1[S:9][C:10]2[C:11](Cl)=[N:12][CH:13]=[CH:14][C:15]=2[N:16]=1.[NH2:21][C:22]1[CH:27]=[C:26]([CH3:28])[N:25]=[CH:24][N:23]=1.C(=O)([O-])[O-].[Cs+].[Cs+].CC1(C)C2C(=C(P(C3C=CC=CC=3)C3C=CC=CC=3)C=CC=2)OC2C(P(C3C=CC=CC=3)C3C=CC=CC=3)=CC=CC1=2.